From a dataset of Full USPTO retrosynthesis dataset with 1.9M reactions from patents (1976-2016). Predict the reactants needed to synthesize the given product. (1) The reactants are: [CH2:1]([O:5][C:6]1[N:14]=[C:13]2[C:9]([N:10]=[C:11]([OH:26])[N:12]2[CH2:15][C:16]2[CH:21]=[CH:20][CH:19]=[C:18]([CH2:22][C:23]([OH:25])=[O:24])[CH:17]=2)=[C:8]([NH2:27])[N:7]=1)[CH2:2][CH2:3][CH3:4].[CH3:28][N:29]([CH3:35])[CH2:30][CH2:31][CH2:32][CH2:33]O.ON1C2C=CC=CC=2N=N1.Cl.CN(C)CCCN=C=NCC. Given the product [CH2:1]([O:5][C:6]1[N:14]=[C:13]2[C:9]([N:10]=[C:11]([OH:26])[N:12]2[CH2:15][C:16]2[CH:21]=[CH:20][CH:19]=[C:18]([CH2:22][C:23]([O:25][CH2:33][CH2:32][CH2:31][CH2:30][N:29]([CH3:35])[CH3:28])=[O:24])[CH:17]=2)=[C:8]([NH2:27])[N:7]=1)[CH2:2][CH2:3][CH3:4], predict the reactants needed to synthesize it. (2) Given the product [Cl:1][C:2]1[CH:3]=[C:4]([O:11][CH2:21][C:20]2[C:19]([F:18])=[CH:26][CH:25]=[CH:24][C:23]=2[F:27])[C:5]([N+:8]([O-:10])=[O:9])=[N:6][CH:7]=1, predict the reactants needed to synthesize it. The reactants are: [Cl:1][C:2]1[CH:3]=[C:4]([OH:11])[C:5]([N+:8]([O-:10])=[O:9])=[N:6][CH:7]=1.C(=O)([O-])[O-].[Cs+].[Cs+].[F:18][C:19]1[CH:26]=[CH:25][CH:24]=[C:23]([F:27])[C:20]=1[CH2:21]Br.O. (3) Given the product [Cl:39][C:36]1[CH:37]=[CH:38][C:33]([CH:8]([C:5]2[CH:4]=[CH:3][C:2]([Cl:1])=[CH:7][CH:6]=2)[C:9]2[CH:10]=[C:11]3[C:16](=[CH:17][CH:18]=2)[NH:15][C:14](=[O:19])[CH:13]=[C:12]3[C:20]2[CH2:25][CH2:24][NH:23][CH2:22][CH:21]=2)=[CH:34][CH:35]=1, predict the reactants needed to synthesize it. The reactants are: [Cl:1][C:2]1[CH:7]=[CH:6][C:5]([CH:8]([C:33]2[CH:38]=[CH:37][C:36]([Cl:39])=[CH:35][CH:34]=2)[C:9]2[CH:10]=[C:11]3[C:16](=[CH:17][CH:18]=2)[NH:15][C:14](=[O:19])[CH:13]=[C:12]3[C:20]2[CH2:25][CH2:24][N:23](C(OC(C)(C)C)=O)[CH2:22][CH:21]=2)=[CH:4][CH:3]=1.C(O)(C(F)(F)F)=O. (4) Given the product [Cl:29][C:18]1[CH:19]=[C:20]2[C:28](=[C:16]([NH:15][C:14]([CH:13]3[CH2:12][O:11][C:10]([CH3:31])([CH3:32])[CH2:9][N:8]3[CH2:6][CH:40]([NH2:39])[CH2:41][CH3:42])=[O:30])[CH:17]=1)[NH:27][C:26]1[CH:25]=[N:24][CH:23]=[CH:22][C:21]2=1, predict the reactants needed to synthesize it. The reactants are: C(O[C:6]([N:8]1[CH:13]([C:14](=[O:30])[NH:15][C:16]2[CH:17]=[C:18]([Cl:29])[CH:19]=[C:20]3[C:28]=2[NH:27][C:26]2[CH:25]=[N:24][CH:23]=[CH:22][C:21]3=2)[CH2:12][O:11][C:10]([CH3:32])([CH3:31])[CH2:9]1)=O)(C)(C)C.C(OC(=O)[NH:39][CH:40](C=O)[CH2:41][CH3:42])(C)(C)C.